Predict the reaction yield, written as a fraction of the theoretical maximum amount of product (1.0 means a 100% yield; for example, 0.34 means a 34% yield). From a dataset of Reaction yield outcomes from USPTO patents with 853,638 reactions. (1) The reactants are [OH:1][C:2]1[CH:3]=[CH:4][C:5]2[N:9]=[C:8]([CH2:10][O:11][C:12]3[CH:13]=[C:14]([CH:19]=[CH:20][CH:21]=3)[C:15]([O:17][CH3:18])=[O:16])[N:7]([CH3:22])[C:6]=2[CH:23]=1.[Br:24][C:25]1[CH:26]=[C:27]([CH3:32])[C:28](F)=[N:29][CH:30]=1.N1C2C(=CC=C3C=2N=CC=C3)C=CC=1.C(=O)([O-])[O-].[Cs+].[Cs+]. The catalyst is [Cu](I)I.CN(C=O)C. The product is [Br:24][C:25]1[CH:26]=[C:27]([CH3:32])[C:28]([O:1][C:2]2[CH:3]=[CH:4][C:5]3[N:9]=[C:8]([CH2:10][O:11][C:12]4[CH:13]=[C:14]([CH:19]=[CH:20][CH:21]=4)[C:15]([O:17][CH3:18])=[O:16])[N:7]([CH3:22])[C:6]=3[CH:23]=2)=[N:29][CH:30]=1. The yield is 0.140. (2) The reactants are [CH3:1][C:2]([CH3:9])([CH3:8])[C:3](=[O:7])[CH2:4][C:5]#[N:6].[OH-].[Na+].[NH2:12]O.Cl.Cl. The catalyst is O. The product is [C:2]([C:3]1[O:7][N:6]=[C:5]([NH2:12])[CH:4]=1)([CH3:9])([CH3:8])[CH3:1]. The yield is 0.770. (3) The reactants are C([C:4]1[CH:9]=[CH:8][C:7]([O:10][CH3:11])=[CH:6][C:5]=1[F:12])(=O)C.C[OH:14]. The catalyst is N. The product is [F:12][C:5]1[CH:6]=[C:7]([O:10][CH3:11])[CH:8]=[CH:9][C:4]=1[OH:14]. The yield is 0.940. (4) The reactants are [CH2:1]([O:8][C:9](=[O:22])[C:10]1[CH:15]=[CH:14][C:13]([N:16]2[CH2:21][CH2:20]NCC2)=[CH:12][CH:11]=1)[C:2]1C=CC=CC=1.C([O:25][C:26](=[O:34])[C:27]1[CH:32]=[CH:31][C:30](F)=[CH:29][CH:28]=1)C.C(N(C(C)C)CC)(C)C. The catalyst is CN(C1C=CN=CC=1)C.CS(C)=O. The product is [CH2:26]([C:13]1[CH:12]=[CH:11][C:10]([C:9]([O-:8])=[O:22])=[CH:15][CH:14]=1)[C:27]1[CH:32]=[CH:31][CH:30]=[CH:29][CH:28]=1.[NH:16]1[CH2:13][CH2:14][CH2:15][CH2:20][CH2:21]1.[CH3:1][CH2:2][C:30]1[CH:29]=[CH:28][C:27]([C:26]([OH:25])=[O:34])=[CH:32][CH:31]=1. The yield is 0.640. (5) The reactants are [NH4+:1].[OH-:2].[C:3]([O:7][C:8]([NH:10][C@H:11](C(O)=O)[CH2:12][CH2:13][C:14]1C=CC=CC=1)=[O:9])([CH3:6])([CH3:5])[CH3:4].C(Cl)CCl.[CH:27]1[CH:28]=[CH:29][C:30]2N(O)N=N[C:31]=2[CH:32]=1. The catalyst is CN(C=O)C.C(Cl)Cl. The product is [C:3]([O:7][C:8]([NH:10][C:11](=[O:2])[C@H:12]([CH2:13][CH2:14][C:31]1[CH:30]=[CH:29][CH:28]=[CH:27][CH:32]=1)[NH2:1])=[O:9])([CH3:6])([CH3:5])[CH3:4]. The yield is 0.780.